Dataset: Forward reaction prediction with 1.9M reactions from USPTO patents (1976-2016). Task: Predict the product of the given reaction. (1) Given the reactants [S:1]1[CH:5]=[CH:4][C:3]2[C:6](=[O:9])[CH2:7][CH2:8][C:2]1=2.[H-].[Na+].C([O:14][C:15](=O)[C:16]1[CH:21]=[C:20]([C:22]([F:25])([F:24])[F:23])[CH:19]=[C:18]([C:26]([F:29])([F:28])[F:27])[CH:17]=1)C.Cl, predict the reaction product. The product is: [F:23][C:22]([F:24])([F:25])[C:20]1[CH:21]=[C:16]([CH:17]=[C:18]([C:26]([F:29])([F:27])[F:28])[CH:19]=1)[C:15]([CH:7]1[CH2:8][C:2]2[S:1][CH:5]=[CH:4][C:3]=2[C:6]1=[O:9])=[O:14]. (2) Given the reactants [C:1]([OH:8])(=O)[CH2:2][CH2:3][CH2:4][CH:5]=[CH2:6].[CH2:9]([O:12][C@H:13]1[C:21]2[C:16](=[CH:17][C:18]([O:22][CH3:23])=[CH:19][CH:20]=2)[C@@H:15]([NH:24][CH2:25][C@@H:26]([OH:38])[C@@H:27]([NH2:37])[CH2:28][C:29]2[CH:34]=[C:33]([Cl:35])[CH:32]=[C:31]([Cl:36])[CH:30]=2)[CH2:14]1)[CH:10]=[CH2:11], predict the reaction product. The product is: [CH2:9]([O:12][C@H:13]1[C:21]2[C:16](=[CH:17][C:18]([O:22][CH3:23])=[CH:19][CH:20]=2)[C@@H:15]([NH:24][CH2:25][C@@H:26]([OH:38])[C@@H:27]([NH:37][C:1](=[O:8])[CH2:2][CH2:3][CH2:4][CH:5]=[CH2:6])[CH2:28][C:29]2[CH:30]=[C:31]([Cl:36])[CH:32]=[C:33]([Cl:35])[CH:34]=2)[CH2:14]1)[CH:10]=[CH2:11]. (3) Given the reactants [CH2:1]([N:8]1[CH:17]=[C:16]([C:18]([O:20][CH3:21])=[O:19])[C:15]2[C:10](=[CH:11][CH:12]=[C:13](Br)[CH:14]=2)[C:9]1=[O:23])[C:2]1[CH:7]=[CH:6][CH:5]=[CH:4][CH:3]=1.[CH:24]1([NH:27][C:28](=[O:45])[C:29]2[CH:34]=[CH:33][C:32]([CH3:35])=[C:31](B3OC(C)(C)C(C)(C)O3)[CH:30]=2)[CH2:26][CH2:25]1.C(=O)([O-])[O-].[K+].[K+], predict the reaction product. The product is: [CH2:1]([N:8]1[CH:17]=[C:16]([C:18]([O:20][CH3:21])=[O:19])[C:15]2[C:10](=[CH:11][CH:12]=[C:13]([C:31]3[CH:30]=[C:29]([C:28](=[O:45])[NH:27][CH:24]4[CH2:26][CH2:25]4)[CH:34]=[CH:33][C:32]=3[CH3:35])[CH:14]=2)[C:9]1=[O:23])[C:2]1[CH:7]=[CH:6][CH:5]=[CH:4][CH:3]=1. (4) The product is: [Cl:1][C:2]1[CH:10]=[C:9]2[C:5]([C:6]([C:20]#[N:21])=[C:7]([C:12]3[CH:17]=[C:16]([CH2:18][NH:32][S:29]([C:26]4[CH:25]=[CH:24][C:23]([F:22])=[CH:28][CH:27]=4)(=[O:31])=[O:30])[CH:15]=[N:14][CH:13]=3)[N:8]2[CH3:11])=[CH:4][CH:3]=1. Given the reactants [Cl:1][C:2]1[CH:10]=[C:9]2[C:5]([C:6]([C:20]#[N:21])=[C:7]([C:12]3[CH:13]=[N:14][CH:15]=[C:16]([CH:18]=O)[CH:17]=3)[N:8]2[CH3:11])=[CH:4][CH:3]=1.[F:22][C:23]1[CH:28]=[CH:27][C:26]([S:29]([NH2:32])(=[O:31])=[O:30])=[CH:25][CH:24]=1, predict the reaction product. (5) Given the reactants [Cl:1][C:2]1[CH:26]=[CH:25][CH:24]=[CH:23][C:3]=1[C:4]([N:6]1[CH2:11][CH2:10][CH:9]([CH2:12][O:13][C:14]2[CH:21]=[CH:20][CH:19]=[C:18](F)[C:15]=2[C:16]#[N:17])[CH2:8][CH2:7]1)=[O:5].C(=O)(O)O.[NH2:31][C:32]([NH2:34])=[NH:33], predict the reaction product. The product is: [Cl:1][C:2]1[CH:26]=[CH:25][CH:24]=[CH:23][C:3]=1[C:4]([N:6]1[CH2:7][CH2:8][CH:9]([CH2:12][O:13][C:14]2[CH:21]=[CH:20][CH:19]=[C:18]3[C:15]=2[C:16]([NH2:17])=[N:33][C:32]([NH2:34])=[N:31]3)[CH2:10][CH2:11]1)=[O:5].